Task: Predict the reactants needed to synthesize the given product.. Dataset: Retrosynthesis with 50K atom-mapped reactions and 10 reaction types from USPTO Given the product COCCn1ccc(-c2ccsc2)c1C(=O)C(=O)Nc1ccc(N2CCN(c3cc(C)cc(C)n3)CC2)cc1, predict the reactants needed to synthesize it. The reactants are: COCCn1ccc(-c2ccsc2)c1C(=O)C(=O)O.Cc1cc(C)nc(N2CCN(c3ccc(N)cc3)CC2)c1.